Dataset: Forward reaction prediction with 1.9M reactions from USPTO patents (1976-2016). Task: Predict the product of the given reaction. (1) The product is: [CH2:37]([C:14]1[CH:13]=[CH:12][C:11]([C:10]2[CH:9]=[CH:8][CH:7]=[C:4]([C:5]3[NH:29][C:28]4[CH:27]=[CH:26][C:25]5[C:20](=[C:21]([OH:33])[CH:22]=[C:23]([C:30]([OH:32])=[O:31])[CH:24]=5)[C:19]=4[N:18]=3)[CH:3]=2)=[CH:16][CH:15]=1)[CH3:46]. Given the reactants CO[C:3]1[C:10]([C:11]2[CH:16]=[CH:15][CH:14]=[CH:13][C:12]=2C)=[CH:9][CH:8]=[CH:7][C:4]=1[CH:5]=O.[NH2:18][C:19]1[C:28]([NH2:29])=[CH:27][CH:26]=[C:25]2[C:20]=1[C:21]([OH:33])=[CH:22][C:23]([C:30]([OH:32])=[O:31])=[CH:24]2.Cl.Cl.N[C:37]1C=C(S(O)(=O)=O)C2C([C:46]=1N)=C(O)C=CC=2, predict the reaction product. (2) Given the reactants [C:1]([O:5][C:6]([N:8]1[CH2:15][CH2:14][CH2:13][C@@:9]1([CH3:16])[C:10]([OH:12])=O)=[O:7])([CH3:4])([CH3:3])[CH3:2].[NH2:17][C:18]1[CH:23]=[CH:22][CH:21]=[CH:20][C:19]=1[C:24]1[CH:29]=[CH:28][CH:27]=[CH:26][CH:25]=1.O=P(Cl)(Cl)Cl, predict the reaction product. The product is: [C:19]1([C:24]2[CH:25]=[CH:26][CH:27]=[CH:28][CH:29]=2)[CH:20]=[CH:21][CH:22]=[CH:23][C:18]=1[NH:17][C:10]([C@:9]1([CH3:16])[CH2:13][CH2:14][CH2:15][N:8]1[C:6]([O:5][C:1]([CH3:2])([CH3:3])[CH3:4])=[O:7])=[O:12]. (3) Given the reactants [N:1]1([C:7]2[C:12]([C:13]3[CH:20]=[CH:19][C:16]([C:17]#[N:18])=[CH:15][CH:14]=3)=[N:11][CH:10]=[CH:9][N:8]=2)[CH2:6][CH2:5][NH:4][CH2:3][CH2:2]1.[CH3:21][N:22]1[C:26]([CH3:27])=[C:25]([CH:28]=O)[C:24]([CH3:30])=[N:23]1.C(O[BH-](OC(=O)C)OC(=O)C)(=O)C.[Na+].C(=O)([O-])O.[Na+].[OH-].[Na+], predict the reaction product. The product is: [CH3:21][N:22]1[C:26]([CH3:27])=[C:25]([CH2:28][N:4]2[CH2:5][CH2:6][N:1]([C:7]3[C:12]([C:13]4[CH:14]=[CH:15][C:16]([C:17]#[N:18])=[CH:19][CH:20]=4)=[N:11][CH:10]=[CH:9][N:8]=3)[CH2:2][CH2:3]2)[C:24]([CH3:30])=[N:23]1. (4) Given the reactants [CH:1]1([CH2:4][O:5][C:6]2[N:11]=[C:10]([C:12]([OH:14])=O)[CH:9]=[CH:8][C:7]=2[N:15]2[CH2:19][CH2:18][CH2:17][CH2:16]2)[CH2:3][CH2:2]1.[NH:20]1[CH2:25][CH2:24][S:23][CH2:22][CH2:21]1, predict the reaction product. The product is: [CH:1]1([CH2:4][O:5][C:6]2[N:11]=[C:10]([C:12]([N:20]3[CH2:25][CH2:24][S:23][CH2:22][CH2:21]3)=[O:14])[CH:9]=[CH:8][C:7]=2[N:15]2[CH2:19][CH2:18][CH2:17][CH2:16]2)[CH2:2][CH2:3]1. (5) Given the reactants [Br:1][C:2]1[C:10]([CH3:11])=[CH:9][C:5]([C:6](O)=[O:7])=[C:4]([F:12])[CH:3]=1.[CH3:13][S:14]([NH2:17])(=[O:16])=[O:15].Cl.C(N=C=NCCCN(C)C)C, predict the reaction product. The product is: [Br:1][C:2]1[C:10]([CH3:11])=[CH:9][C:5]([C:6]([NH:17][S:14]([CH3:13])(=[O:16])=[O:15])=[O:7])=[C:4]([F:12])[CH:3]=1. (6) Given the reactants [Br:1][C:2]1[CH:3]=[CH:4][C:5]2[N:9]=[C:8]([C@@H:10]([NH:13][C:14](=[O:20])[O:15][C:16]([CH3:19])([CH3:18])[CH3:17])[CH2:11][CH3:12])[NH:7][C:6]=2[CH:21]=1.C(=O)([O-])[O-].[K+].[K+].[CH3:28][O:29][CH2:30]Cl, predict the reaction product. The product is: [Br:1][C:2]1[CH:3]=[CH:4][C:5]2[N:9]=[C:8]([C@@H:10]([NH:13][C:14](=[O:20])[O:15][C:16]([CH3:17])([CH3:19])[CH3:18])[CH2:11][CH3:12])[N:7]([CH2:28][O:29][CH3:30])[C:6]=2[CH:21]=1. (7) Given the reactants [O:1]=[C:2]1[N:6]2[C:7]([C:15]([F:18])([F:17])[F:16])=[CH:8][CH:9]=[C:10]([C:11]([O:13][CH3:14])=[O:12])[C:5]2=[N:4][NH:3]1.[C:19](=O)([O-])[O-].[K+].[K+].C(#N)C.CI, predict the reaction product. The product is: [CH3:19][N:3]1[C:2](=[O:1])[N:6]2[C:7]([C:15]([F:18])([F:16])[F:17])=[CH:8][CH:9]=[C:10]([C:11]([O:13][CH3:14])=[O:12])[C:5]2=[N:4]1.